This data is from Full USPTO retrosynthesis dataset with 1.9M reactions from patents (1976-2016). The task is: Predict the reactants needed to synthesize the given product. (1) Given the product [Br:2][C:3]1[CH:4]=[CH:5][CH:6]=[C:7]2[C:12]=1[CH2:11][N:10]([C:18]([O:17][C:14]([CH3:16])([CH3:15])[CH3:13])=[O:19])[CH2:9][CH2:8]2, predict the reactants needed to synthesize it. The reactants are: Cl.[Br:2][C:3]1[CH:4]=[CH:5][CH:6]=[C:7]2[C:12]=1[CH2:11][NH:10][CH2:9][CH2:8]2.[CH3:13][C:14]([O:17][C:18](O[C:18]([O:17][C:14]([CH3:16])([CH3:15])[CH3:13])=[O:19])=[O:19])([CH3:16])[CH3:15].CCN(CC)CC. (2) Given the product [CH:24]12[CH2:23][CH:27]([CH:26]=[CH:25]1)[N:36]([C:28]([C:29]1[CH:34]=[CH:33][CH:32]=[CH:31][CH:30]=1)=[O:35])[O:37]2, predict the reactants needed to synthesize it. The reactants are: I([O-])(=O)(=O)=O.C([N+](CCCC)(CCCC)CCCC)CCC.[CH:23]1[CH2:27][CH:26]=[CH:25][CH:24]=1.[C:28]([NH:36][OH:37])(=[O:35])[C:29]1[CH:34]=[CH:33][CH:32]=[CH:31][CH:30]=1.C(OCC)(=O)C. (3) Given the product [O:1]1[C:5]2[CH:6]=[CH:7][C:8]([C:10](=[O:12])[CH2:11][C:15]([O:16][CH3:17])=[O:18])=[CH:9][C:4]=2[CH:3]=[CH:2]1, predict the reactants needed to synthesize it. The reactants are: [O:1]1[C:5]2[CH:6]=[CH:7][C:8]([C:10](=[O:12])[CH3:11])=[CH:9][C:4]=2[CH:3]=[CH:2]1.[H-].[Na+].[C:15](=O)([O:18]C)[O:16][CH3:17]. (4) Given the product [Cl:1][C:2]1[CH:7]=[CH:6][C:5]([C:8]2([OH:38])[CH2:9][CH2:10][N:11]([CH2:14][CH2:15][CH:16]=[C:17]3[C:27]4[C:22](=[N:23][CH:24]=[CH:25][CH:26]=4)[O:21][C:20]4[CH:28]=[CH:29][CH:30]=[C:31]([O:32][CH2:33][C:34]5[NH:37][S:45](=[O:46])[O:36][N:35]=5)[C:19]=4[CH2:18]3)[CH2:12][CH2:13]2)=[CH:4][CH:3]=1, predict the reactants needed to synthesize it. The reactants are: [Cl:1][C:2]1[CH:7]=[CH:6][C:5]([C:8]2([OH:38])[CH2:13][CH2:12][N:11]([CH2:14][CH2:15][CH:16]=[C:17]3[C:27]4[C:22](=[N:23][CH:24]=[CH:25][CH:26]=4)[O:21][C:20]4[CH:28]=[CH:29][CH:30]=[C:31]([O:32][CH2:33][C:34](=[NH:37])[NH:35][OH:36])[C:19]=4[CH2:18]3)[CH2:10][CH2:9]2)=[CH:4][CH:3]=1.N1C=CC=CC=1.[S:45](Cl)(Cl)=[O:46].O. (5) Given the product [CH2:42]([O:41][C:39]([C@@:34]1([NH:33][C:32]([C@@H:9]2[CH2:10][C@@H:11]([O:13][C:14]3[C:23]4[C:18](=[CH:19][C:20]([O:24][CH3:25])=[CH:21][CH:22]=4)[N:17]=[C:16]([C:26]4[CH:27]=[CH:28][CH:29]=[CH:45][CH:31]=4)[CH:15]=3)[CH2:12][C@H:8]2[C:6]([N:60]([CH2:61][CH2:62][CH2:63][CH2:64][CH2:65][CH:66]=[CH2:67])[NH:59][C:57]([O:56][C:52]([CH3:55])([CH3:54])[CH3:53])=[O:58])=[O:7])=[O:44])[CH2:36][C@H:35]1[CH:37]=[CH2:38])=[O:40])[CH3:43], predict the reactants needed to synthesize it. The reactants are: C(O[C:6]([C@@H:8]1[CH2:12][C@H:11]([O:13][C:14]2[C:23]3[C:18](=[CH:19][C:20]([O:24][CH3:25])=[CH:21][CH:22]=3)[N:17]=[C:16]([C:26]3[CH:31]=C[CH:29]=[CH:28][CH:27]=3)[CH:15]=2)[CH2:10][C@H:9]1[C:32](=[O:44])[NH:33][C@:34]1([C:39]([O:41][CH2:42][CH3:43])=[O:40])[CH2:36][C@H:35]1[CH:37]=[CH2:38])=[O:7])(C)(C)C.[CH2:45]([SiH](CC)CC)C.[C:52]([O:56][C:57]([NH:59]/[N:60]=[CH:61]/[CH2:62][CH2:63][CH2:64][CH2:65][CH:66]=[CH2:67])=[O:58])([CH3:55])([CH3:54])[CH3:53].CCN(C(C)C)C(C)C.